This data is from Peptide-MHC class II binding affinity with 134,281 pairs from IEDB. The task is: Regression. Given a peptide amino acid sequence and an MHC pseudo amino acid sequence, predict their binding affinity value. This is MHC class II binding data. (1) The peptide sequence is STWYGKPTGAGPKDN. The MHC is DRB1_0401 with pseudo-sequence DRB1_0401. The binding affinity (normalized) is 0.142. (2) The peptide sequence is LVSKLYEVVPGILTE. The MHC is HLA-DQA10101-DQB10501 with pseudo-sequence HLA-DQA10101-DQB10501. The binding affinity (normalized) is 0.390. (3) The peptide sequence is AAIHEMFVNTLVASS. The MHC is HLA-DPA10103-DPB10401 with pseudo-sequence HLA-DPA10103-DPB10401. The binding affinity (normalized) is 0.400. (4) The peptide sequence is LSPLSNMVSMANNHM. The MHC is HLA-DQA10501-DQB10301 with pseudo-sequence HLA-DQA10501-DQB10301. The binding affinity (normalized) is 0.142. (5) The peptide sequence is LSLCNKIKGLKVFNT. The MHC is DRB1_0101 with pseudo-sequence DRB1_0101. The binding affinity (normalized) is 0.936.